This data is from CYP2C19 inhibition data for predicting drug metabolism from PubChem BioAssay. The task is: Regression/Classification. Given a drug SMILES string, predict its absorption, distribution, metabolism, or excretion properties. Task type varies by dataset: regression for continuous measurements (e.g., permeability, clearance, half-life) or binary classification for categorical outcomes (e.g., BBB penetration, CYP inhibition). Dataset: cyp2c19_veith. The drug is Cc1cnn(-c2cc(N/N=C/c3ccccc3)ncn2)c1. The result is 0 (non-inhibitor).